Dataset: Full USPTO retrosynthesis dataset with 1.9M reactions from patents (1976-2016). Task: Predict the reactants needed to synthesize the given product. (1) Given the product [Br-:7].[C:9]([CH2:8][NH+:1]1[CH:6]=[CH:5][CH:4]=[CH:3][CH2:2]1)([OH:11])=[O:10], predict the reactants needed to synthesize it. The reactants are: [N:1]1[CH:6]=[CH:5][CH:4]=[CH:3][CH:2]=1.[Br:7][CH2:8][C:9]([OH:11])=[O:10]. (2) Given the product [CH2:7]([N:11]([CH2:12][CH2:13][CH2:14][CH3:15])[C:17]1[CH:22]=[CH:21][C:20]([CH3:23])=[CH:19][CH:18]=1)[CH2:8][CH2:9][CH3:10], predict the reactants needed to synthesize it. The reactants are: CC([O-])(C)C.[Na+].[CH2:7]([NH:11][CH2:12][CH2:13][CH2:14][CH3:15])[CH2:8][CH2:9][CH3:10].Cl[C:17]1[CH:22]=[CH:21][C:20]([CH3:23])=[CH:19][CH:18]=1. (3) Given the product [Cl:1][C:2]1[N:10]=[C:9]2[C:5]([N:6]=[C:7]([I:31])[N:8]2[CH2:11][CH3:12])=[C:4]([N:13]2[CH2:18][CH2:17][O:16][CH2:15][C@@H:14]2[CH3:19])[N:3]=1, predict the reactants needed to synthesize it. The reactants are: [Cl:1][C:2]1[N:10]=[C:9]2[C:5]([N:6]=[CH:7][N:8]2[CH2:11][CH3:12])=[C:4]([N:13]2[CH2:18][CH2:17][O:16][CH2:15][C@@H:14]2[CH3:19])[N:3]=1.C([N-]C(C)C)(C)C.[Li+].ClCC[I:31]. (4) Given the product [Cl:27][C:24]1[CH:25]=[CH:26][C:21]([C:17]2([CH:15]3[C:16]4[N:4]([CH2:3][CH2:2][NH:1][S:45]([CH2:42][CH2:43][CH3:44])(=[O:47])=[O:46])[C:5]5[C:10](=[CH:9][CH:8]=[CH:7][CH:6]=5)[C:11]=4[CH2:12][CH2:13][NH:14]3)[CH2:20][CH2:19][CH2:18]2)=[CH:22][CH:23]=1, predict the reactants needed to synthesize it. The reactants are: [NH2:1][CH2:2][CH2:3][N:4]1[C:16]2[CH:15]([C:17]3([C:21]4[CH:26]=[CH:25][C:24]([Cl:27])=[CH:23][CH:22]=4)[CH2:20][CH2:19][CH2:18]3)[N:14](C(OC(C)(C)C)=O)[CH2:13][CH2:12][C:11]=2[C:10]2[C:5]1=[CH:6][CH:7]=[CH:8][CH:9]=2.C(N(CC)CC)C.[CH2:42]([S:45](Cl)(=[O:47])=[O:46])[CH2:43][CH3:44].Cl. (5) Given the product [NH2:1][C:2]1[N:7]=[C:6]([S:8][CH:9]([C:11]2[CH:12]=[C:13]([C:17]([NH2:44])=[O:19])[CH:14]=[CH:15][CH:16]=2)[CH3:10])[C:5]([C:20]#[N:21])=[C:4]([C:22]2[CH:23]=[CH:24][C:25]([O:28][CH2:29][CH2:30][OH:31])=[CH:26][CH:27]=2)[C:3]=1[C:32]#[N:33], predict the reactants needed to synthesize it. The reactants are: [NH2:1][C:2]1[N:7]=[C:6]([S:8][C@H:9]([C:11]2[CH:12]=[C:13]([C:17]([OH:19])=O)[CH:14]=[CH:15][CH:16]=2)[CH3:10])[C:5]([C:20]#[N:21])=[C:4]([C:22]2[CH:27]=[CH:26][C:25]([O:28][CH2:29][CH2:30][OH:31])=[CH:24][CH:23]=2)[C:3]=1[C:32]#[N:33].C(Cl)CCl.C1C=CC2N(O)N=[N:44]C=2C=1.[Cl-].[NH4+].C(N(CC)C(C)C)(C)C. (6) Given the product [C:28]([OH:35])(=[O:34])/[CH:29]=[CH:30]/[C:31]([OH:33])=[O:32].[Cl:1][C:2]1[CH:9]=[CH:8][C:5]([C:6]#[N:7])=[C:4]([O:10][C:11]2[CH:16]=[CH:15][CH:14]=[C:13]([CH2:17][N:19]3[CH2:23][CH2:22][CH2:21][CH2:20]3)[CH:12]=2)[CH:3]=1, predict the reactants needed to synthesize it. The reactants are: [Cl:1][C:2]1[CH:9]=[CH:8][C:5]([C:6]#[N:7])=[C:4]([O:10][C:11]2[CH:16]=[CH:15][CH:14]=[C:13]([CH:17]=O)[CH:12]=2)[CH:3]=1.[NH:19]1[CH2:23][CH2:22][CH2:21][CH2:20]1.C([BH3-])#N.[Na+].[C:28]([OH:35])(=[O:34])/[CH:29]=[CH:30]/[C:31]([OH:33])=[O:32]. (7) Given the product [CH2:36]([O:34][C:33](=[O:35])[CH2:32][C:5]1[CH:6]=[C:7]([C:8]2[CH:13]=[CH:12][C:11]([C:14]([F:15])([F:16])[F:17])=[CH:10][C:9]=2[CH2:18][N:19]2[C@@H:23]([CH3:24])[C@@H:22]([C:25]3[CH:30]=[CH:29][CH:28]=[CH:27][CH:26]=3)[O:21][C:20]2=[O:31])[C:2]([O:1][CH2:32][C:5]2[CH:6]=[CH:7][CH:2]=[CH:3][CH:4]=2)=[CH:3][CH:4]=1)[C:37]1[CH:42]=[CH:41][CH:40]=[CH:39][CH:38]=1, predict the reactants needed to synthesize it. The reactants are: [OH:1][C:2]1[C:7]([C:8]2[CH:13]=[CH:12][C:11]([C:14]([F:17])([F:16])[F:15])=[CH:10][C:9]=2[CH2:18][N:19]2[C@@H:23]([CH3:24])[C@@H:22]([C:25]3[CH:30]=[CH:29][CH:28]=[CH:27][CH:26]=3)[O:21][C:20]2=[O:31])=[CH:6][C:5]([CH2:32][C:33]([OH:35])=[O:34])=[CH:4][CH:3]=1.[CH2:36](Br)[C:37]1[CH:42]=[CH:41][CH:40]=[CH:39][CH:38]=1.